Dataset: Forward reaction prediction with 1.9M reactions from USPTO patents (1976-2016). Task: Predict the product of the given reaction. (1) Given the reactants [C:1](OC(=O)C)(=[O:3])[CH3:2].Cl.[Cl:9][C:10]1[C:11]([F:36])=[C:12]([CH:33]=[CH:34][CH:35]=1)[NH:13][C:14]1[C:23]2[C:18](=[CH:19][C:20]([O:31][CH3:32])=[C:21]([O:24][C@H:25]3[CH2:30][CH2:29][CH2:28][NH:27][CH2:26]3)[CH:22]=2)[N:17]=[CH:16][N:15]=1.C(N(C(C)C)CC)(C)C, predict the reaction product. The product is: [C:1]([N:27]1[CH2:28][CH2:29][CH2:30][C@H:25]([O:24][C:21]2[CH:22]=[C:23]3[C:18](=[CH:19][C:20]=2[O:31][CH3:32])[N:17]=[CH:16][N:15]=[C:14]3[NH:13][C:12]2[CH:33]=[CH:34][CH:35]=[C:10]([Cl:9])[C:11]=2[F:36])[CH2:26]1)(=[O:3])[CH3:2]. (2) The product is: [CH2:29]([O:31][C:10]1[CH:9]=[CH:8][CH:28]=[CH:27][C:11]=1[O:12][CH2:13][CH2:14][CH2:15][NH:16][C:17]1[C:26]2[C:21](=[CH:22][CH:23]=[CH:24][CH:25]=2)[N:20]=[CH:19][CH:18]=1)[CH3:30]. Given the reactants C(O[C:8]1[CH:28]=[CH:27][C:11]([O:12][CH2:13][CH2:14][CH2:15][NH:16][C:17]2[C:26]3[C:21](=[CH:22][CH:23]=[CH:24][CH:25]=3)[N:20]=[CH:19][CH:18]=2)=[CH:10][CH:9]=1)CCCCC.[CH2:29]([O:31]C1C=CC=CC=1O)[CH3:30].BrCCCN1C(=O)C2=CC=CC=C2C1=O, predict the reaction product. (3) Given the reactants [CH3:1][O:2][C:3](=[O:49])[CH2:4][C@H:5]([O:41][Si](C(C)(C)C)(C)C)[CH2:6][C:7](=[O:40])[CH2:8][CH2:9][C:10]1[N:11]([CH:37]([CH3:39])[CH3:38])[C:12]([C:28](=[O:36])[NH:29][C:30]2[CH:35]=[CH:34][CH:33]=[CH:32][CH:31]=2)=[C:13]([C:22]2[CH:27]=[CH:26][CH:25]=[CH:24][CH:23]=2)[C:14]=1[C:15]1[CH:20]=[CH:19][C:18]([F:21])=[CH:17][CH:16]=1.F, predict the reaction product. The product is: [CH3:1][O:2][C:3](=[O:49])[CH2:4][C@H:5]([OH:41])[CH2:6][C:7](=[O:40])[CH2:8][CH2:9][C:10]1[N:11]([CH:37]([CH3:39])[CH3:38])[C:12]([C:28](=[O:36])[NH:29][C:30]2[CH:35]=[CH:34][CH:33]=[CH:32][CH:31]=2)=[C:13]([C:22]2[CH:27]=[CH:26][CH:25]=[CH:24][CH:23]=2)[C:14]=1[C:15]1[CH:20]=[CH:19][C:18]([F:21])=[CH:17][CH:16]=1. (4) The product is: [C:13]1([CH2:19][O:20][C:21](=[O:40])[NH:22][C@@:23]2([CH2:37][CH:38]=[CH2:39])[CH2:28][CH2:27][N:26]([C:5]([N:54]([CH2:53][C:45]3[CH:46]=[C:47]([C:49]([F:50])([F:51])[F:52])[CH:48]=[C:43]([C:42]([F:41])([F:56])[F:57])[CH:44]=3)[CH3:55])=[O:11])[C@@H:25]([C:29]3[CH:34]=[CH:33][C:32]([F:35])=[CH:31][C:30]=3[CH3:36])[CH2:24]2)[CH:14]=[CH:15][CH:16]=[CH:17][CH:18]=1. Given the reactants ClC(Cl)(O[C:5](=[O:11])OC(Cl)(Cl)Cl)Cl.[C:13]1([CH2:19][O:20][C:21](=[O:40])[NH:22][C@@:23]2([CH2:37][CH:38]=[CH2:39])[CH2:28][CH2:27][NH:26][C@@H:25]([C:29]3[CH:34]=[CH:33][C:32]([F:35])=[CH:31][C:30]=3[CH3:36])[CH2:24]2)[CH:18]=[CH:17][CH:16]=[CH:15][CH:14]=1.[F:41][C:42]([F:57])([F:56])[C:43]1[CH:44]=[C:45]([CH2:53][NH:54][CH3:55])[CH:46]=[C:47]([C:49]([F:52])([F:51])[F:50])[CH:48]=1.C([O-])(O)=O.[Na+], predict the reaction product. (5) Given the reactants [CH2:1]([O:8][C:9]([NH:11]/[C:12](=[CH:17]\[C:18]1[CH:23]=[CH:22][C:21]([Cl:24])=[C:20]([Cl:25])[CH:19]=1)/[C:13]([O:15][CH3:16])=[O:14])=[O:10])[C:2]1[CH:7]=[CH:6][CH:5]=[CH:4][CH:3]=1.[NH2:26][C:27]1[CH:32]=[CH:31][CH:30]=[CH:29][C:28]=1[SH:33].C(N(CC)CC)C, predict the reaction product. The product is: [NH2:26][C:27]1[CH:32]=[CH:31][CH:30]=[CH:29][C:28]=1[S:33][CH:17]([C:18]1[CH:23]=[CH:22][C:21]([Cl:24])=[C:20]([Cl:25])[CH:19]=1)[C@@H:12]([C:13]([O:15][CH3:16])=[O:14])[NH:11][C:9]([O:8][CH2:1][C:2]1[CH:7]=[CH:6][CH:5]=[CH:4][CH:3]=1)=[O:10].